This data is from Catalyst prediction with 721,799 reactions and 888 catalyst types from USPTO. The task is: Predict which catalyst facilitates the given reaction. (1) Reactant: Br[C:2]1[CH:3]=[C:4]([CH2:7][C:8]#[N:9])[S:5][CH:6]=1.[CH3:10][C:11]1([CH3:27])[C:15]([CH3:17])([CH3:16])[O:14][B:13]([B:13]2[O:14][C:15]([CH3:17])([CH3:16])[C:11]([CH3:27])([CH3:10])[O:12]2)[O:12]1.C([O-])(=O)C.[K+].CN(C=O)C. Product: [CH3:10][C:11]1([CH3:27])[C:15]([CH3:17])([CH3:16])[O:14][B:13]([C:2]2[CH:3]=[C:4]([CH2:7][C:8]#[N:9])[S:5][CH:6]=2)[O:12]1. The catalyst class is: 6. (2) Reactant: [CH3:1][N:2]([CH3:28])[CH2:3][CH2:4][CH2:5][C:6]1[CH:15]=[C:14]2[C:9]([CH:10]=[CH:11][N:12]([C:17]3[CH:18]=[C:19]([CH:24]=[CH:25][C:26]=3[CH3:27])[C:20]([O:22]C)=[O:21])[C:13]2=[O:16])=[CH:8][CH:7]=1.[OH-].[Na+].Cl. Product: [CH3:28][N:2]([CH3:1])[CH2:3][CH2:4][CH2:5][C:6]1[CH:15]=[C:14]2[C:9]([CH:10]=[CH:11][N:12]([C:17]3[CH:18]=[C:19]([CH:24]=[CH:25][C:26]=3[CH3:27])[C:20]([OH:22])=[O:21])[C:13]2=[O:16])=[CH:8][CH:7]=1. The catalyst class is: 5. (3) The catalyst class is: 54. Product: [CH3:11][C:12]1[CH:19]=[C:18]([CH:17]=[C:14]([CH3:15])[CH:13]=1)[CH2:20][S:10][C:7]1[CH:8]=[CH:9][C:4]([N+:1]([O-:3])=[O:2])=[CH:5][CH:6]=1. Reactant: [N+:1]([C:4]1[CH:9]=[CH:8][C:7]([SH:10])=[CH:6][CH:5]=1)([O-:3])=[O:2].[CH3:11][C:12]1[CH:13]=[C:14]([CH:17]=[C:18]([CH3:20])[CH:19]=1)[CH2:15]O.C1(P(C2C=CC=CC=2)C2C=CC=CC=2)C=CC=CC=1.N(C(OCC)=O)=NC(OCC)=O. (4) Reactant: [Si]([O:8][C:9]1[CH:10]=[C:11]2[C:15](=[CH:16][CH:17]=1)[N:14]([C:18]([O:20][C:21]([CH3:24])([CH3:23])[CH3:22])=[O:19])[N:13]=[C:12]2[I:25])(C(C)(C)C)(C)C.CCCC[N+](CCCC)(CCCC)CCCC.[F-]. Product: [OH:8][C:9]1[CH:10]=[C:11]2[C:15](=[CH:16][CH:17]=1)[N:14]([C:18]([O:20][C:21]([CH3:23])([CH3:22])[CH3:24])=[O:19])[N:13]=[C:12]2[I:25]. The catalyst class is: 1.